Dataset: NCI-60 drug combinations with 297,098 pairs across 59 cell lines. Task: Regression. Given two drug SMILES strings and cell line genomic features, predict the synergy score measuring deviation from expected non-interaction effect. (1) Drug 1: CCC1=CC2CC(C3=C(CN(C2)C1)C4=CC=CC=C4N3)(C5=C(C=C6C(=C5)C78CCN9C7C(C=CC9)(C(C(C8N6C)(C(=O)OC)O)OC(=O)C)CC)OC)C(=O)OC.C(C(C(=O)O)O)(C(=O)O)O. Drug 2: C1=NC(=NC(=O)N1C2C(C(C(O2)CO)O)O)N. Cell line: OVCAR-4. Synergy scores: CSS=11.7, Synergy_ZIP=-1.43, Synergy_Bliss=0.631, Synergy_Loewe=-5.78, Synergy_HSA=1.88. (2) Drug 1: C1CC(C1)(C(=O)O)C(=O)O.[NH2-].[NH2-].[Pt+2]. Drug 2: CCN(CC)CCCC(C)NC1=C2C=C(C=CC2=NC3=C1C=CC(=C3)Cl)OC. Cell line: SR. Synergy scores: CSS=74.0, Synergy_ZIP=1.13, Synergy_Bliss=0.943, Synergy_Loewe=-2.54, Synergy_HSA=0.753. (3) Drug 1: C1CC(=O)NC(=O)C1N2CC3=C(C2=O)C=CC=C3N. Drug 2: C(CCl)NC(=O)N(CCCl)N=O. Cell line: MDA-MB-435. Synergy scores: CSS=2.34, Synergy_ZIP=1.32, Synergy_Bliss=3.74, Synergy_Loewe=0.856, Synergy_HSA=-0.217. (4) Drug 2: CC1CCC2CC(C(=CC=CC=CC(CC(C(=O)C(C(C(=CC(C(=O)CC(OC(=O)C3CCCCN3C(=O)C(=O)C1(O2)O)C(C)CC4CCC(C(C4)OC)O)C)C)O)OC)C)C)C)OC. Cell line: UACC-257. Drug 1: CC1=C(C(CCC1)(C)C)C=CC(=CC=CC(=CC(=O)O)C)C. Synergy scores: CSS=-0.337, Synergy_ZIP=1.01, Synergy_Bliss=1.07, Synergy_Loewe=0.840, Synergy_HSA=-0.763. (5) Drug 1: C1=CC(=CC=C1CC(C(=O)O)N)N(CCCl)CCCl.Cl. Drug 2: C1=NC2=C(N=C(N=C2N1C3C(C(C(O3)CO)O)F)Cl)N. Cell line: CAKI-1. Synergy scores: CSS=35.8, Synergy_ZIP=-8.68, Synergy_Bliss=-8.34, Synergy_Loewe=-10.8, Synergy_HSA=-4.03. (6) Synergy scores: CSS=-2.88, Synergy_ZIP=-0.904, Synergy_Bliss=-0.270, Synergy_Loewe=-6.31, Synergy_HSA=-2.61. Drug 2: C(CN)CNCCSP(=O)(O)O. Drug 1: CCC1(CC2CC(C3=C(CCN(C2)C1)C4=CC=CC=C4N3)(C5=C(C=C6C(=C5)C78CCN9C7C(C=CC9)(C(C(C8N6C=O)(C(=O)OC)O)OC(=O)C)CC)OC)C(=O)OC)O.OS(=O)(=O)O. Cell line: UACC-257. (7) Drug 1: C1=CC(=CC=C1C#N)C(C2=CC=C(C=C2)C#N)N3C=NC=N3. Drug 2: CC1=C(C(=CC=C1)Cl)NC(=O)C2=CN=C(S2)NC3=CC(=NC(=N3)C)N4CCN(CC4)CCO. Cell line: MDA-MB-231. Synergy scores: CSS=2.37, Synergy_ZIP=0.556, Synergy_Bliss=2.75, Synergy_Loewe=-11.9, Synergy_HSA=-9.30. (8) Drug 1: C1=C(C(=O)NC(=O)N1)N(CCCl)CCCl. Drug 2: C1CN1P(=S)(N2CC2)N3CC3. Cell line: CAKI-1. Synergy scores: CSS=29.0, Synergy_ZIP=-14.5, Synergy_Bliss=-12.7, Synergy_Loewe=-12.3, Synergy_HSA=-9.24.